Dataset: Forward reaction prediction with 1.9M reactions from USPTO patents (1976-2016). Task: Predict the product of the given reaction. (1) Given the reactants [CH2:1]([N:8]([CH2:16][C:17]1[CH:22]=[CH:21][CH:20]=[CH:19][CH:18]=1)[C@H:9]1[CH2:14][CH2:13][C@H:12]([OH:15])[CH2:11][CH2:10]1)[C:2]1[CH:7]=[CH:6][CH:5]=[CH:4][CH:3]=1.[H-].[Na+].Br[CH2:26][CH2:27][O:28][CH:29]1[CH2:34][CH2:33][CH2:32][CH2:31][O:30]1, predict the reaction product. The product is: [CH2:16]([N:8]([CH2:1][C:2]1[CH:3]=[CH:4][CH:5]=[CH:6][CH:7]=1)[C@H:9]1[CH2:14][CH2:13][C@H:12]([O:15][CH2:26][CH2:27][O:28][CH:29]2[CH2:34][CH2:33][CH2:32][CH2:31][O:30]2)[CH2:11][CH2:10]1)[C:17]1[CH:22]=[CH:21][CH:20]=[CH:19][CH:18]=1. (2) Given the reactants Cl[C:2]1[C:11]2[C:6](=[CH:7][C:8]([Cl:12])=[CH:9][CH:10]=2)[N:5]=[CH:4][CH:3]=1.[NH2:13][CH:14]1[CH2:19][CH2:18][CH2:17][CH:16]([NH2:20])[CH2:15]1, predict the reaction product. The product is: [Cl:12][C:8]1[CH:7]=[C:6]2[C:11]([C:2]([NH:13][CH:14]3[CH2:19][CH2:18][CH2:17][CH:16]([NH2:20])[CH2:15]3)=[CH:3][CH:4]=[N:5]2)=[CH:10][CH:9]=1.